Dataset: Forward reaction prediction with 1.9M reactions from USPTO patents (1976-2016). Task: Predict the product of the given reaction. (1) Given the reactants [C:1]([O:5][C:6]([N:8]1[CH2:28][CH2:27][C:11]2[N:12]([S:22]([CH2:25][CH3:26])(=[O:24])=[O:23])[C:13]3[CH:14]=[CH:15][C:16]([C:19](O)=[O:20])=[CH:17][C:18]=3[C:10]=2[CH2:9]1)=[O:7])([CH3:4])([CH3:3])[CH3:2].[NH:29]1[CH2:34][CH2:33][CH:32]([OH:35])[CH2:31][CH2:30]1, predict the reaction product. The product is: [CH2:25]([S:22]([N:12]1[C:13]2[CH:14]=[CH:15][C:16]([C:19]([N:29]3[CH2:34][CH2:33][CH:32]([OH:35])[CH2:31][CH2:30]3)=[O:20])=[CH:17][C:18]=2[C:10]2[CH2:9][N:8]([C:6]([O:5][C:1]([CH3:3])([CH3:4])[CH3:2])=[O:7])[CH2:28][CH2:27][C:11]1=2)(=[O:23])=[O:24])[CH3:26]. (2) Given the reactants [NH2:1][C:2]1[N:7]=[C:6]([C:8]2[O:9][CH:10]=[CH:11][CH:12]=2)[C:5]([C:13]#[N:14])=[C:4](S(C)=O)[N:3]=1.Cl.Cl.[CH3:20][C:21]1[CH:22]=[CH:23][C:24]([CH2:27][NH2:28])=[N:25][CH:26]=1.C1CCN2C(=NCCC2)CC1, predict the reaction product. The product is: [NH2:1][C:2]1[N:7]=[C:6]([C:8]2[O:9][CH:10]=[CH:11][CH:12]=2)[C:5]([C:13]#[N:14])=[C:4]([NH:28][CH2:27][C:24]2[CH:23]=[CH:22][C:21]([CH3:20])=[CH:26][N:25]=2)[N:3]=1. (3) Given the reactants [CH3:1][NH2:2].[CH:3]1[C:8]([CH:9]=O)=[CH:7][C:6]2[O:11][CH2:12][O:13][C:5]=2[CH:4]=1, predict the reaction product. The product is: [O:13]1[C:5]2[CH:4]=[CH:3][C:8](/[CH:9]=[N:2]/[CH3:1])=[CH:7][C:6]=2[O:11][CH2:12]1. (4) The product is: [C:20]1([C:23]2[CH:24]=[CH:25][CH:26]=[CH:27][CH:28]=2)[CH:21]=[CH:22][C:17]([C:7]2[N:6]=[C:5]([C:3]([OH:4])=[O:2])[CH:10]=[C:9]([N:11]3[CH2:16][CH2:15][CH2:14][CH2:13][CH2:12]3)[N:8]=2)=[CH:18][CH:19]=1. Given the reactants C[O:2][C:3]([C:5]1[CH:10]=[C:9]([N:11]2[CH2:16][CH2:15][CH2:14][CH2:13][CH2:12]2)[N:8]=[C:7]([C:17]2[CH:22]=[CH:21][C:20]([C:23]3[CH:28]=[CH:27][CH:26]=[CH:25][CH:24]=3)=[CH:19][CH:18]=2)[N:6]=1)=[O:4].CO.[OH-].[Li+], predict the reaction product. (5) Given the reactants [CH2:1]([O:6][C:7]1[CH:19]=[CH:18][C:17]2[C:16]3[C:11](=[CH:12][C:13]([C:20]#[C:21][C:22]4[CH:27]=[CH:26][C:25]([O:28]CC5C=CC=CC=5)=[C:24]([F:36])[CH:23]=4)=[CH:14][CH:15]=3)[CH2:10][C:9]=2[CH:8]=1)[CH2:2][CH2:3][CH2:4][CH3:5], predict the reaction product. The product is: [CH2:1]([O:6][C:7]1[CH:19]=[CH:18][C:17]2[C:16]3[C:11](=[CH:12][C:13]([CH2:20][CH2:21][C:22]4[CH:27]=[CH:26][C:25]([OH:28])=[C:24]([F:36])[CH:23]=4)=[CH:14][CH:15]=3)[CH2:10][C:9]=2[CH:8]=1)[CH2:2][CH2:3][CH2:4][CH3:5]. (6) The product is: [ClH:34].[ClH:34].[NH:25]1[C:26]2[C:31](=[CH:30][CH:29]=[CH:28][CH:27]=2)[C:23](/[CH:22]=[CH:21]/[C:18]2[CH:19]=[CH:20][C:15]([C:14]([N:11]3[CH2:12][CH2:13][NH:8][CH2:9][CH2:10]3)=[O:33])=[C:16]([CH3:32])[CH:17]=2)=[N:24]1. Given the reactants CC(OC([N:8]1[CH2:13][CH2:12][N:11]([C:14](=[O:33])[C:15]2[CH:20]=[CH:19][C:18](/[CH:21]=[CH:22]/[C:23]3[C:31]4[C:26](=[CH:27][CH:28]=[CH:29][CH:30]=4)[NH:25][N:24]=3)=[CH:17][C:16]=2[CH3:32])[CH2:10][CH2:9]1)=O)(C)C.[ClH:34].CO, predict the reaction product.